Dataset: Forward reaction prediction with 1.9M reactions from USPTO patents (1976-2016). Task: Predict the product of the given reaction. (1) Given the reactants [CH3:1][C:2]1[N:7]=[C:6]([S:8][CH2:9][C:10]2[CH:15]=[CH:14][N:13]=[CH:12][CH:11]=2)[N:5]=[C:4]([OH:16])[CH:3]=1.[ClH:17].O1CCOCC1, predict the reaction product. The product is: [ClH:17].[CH3:1][C:2]1[N:7]=[C:6]([S:8][CH2:9][C:10]2[CH:11]=[CH:12][N:13]=[CH:14][CH:15]=2)[N:5]=[C:4]([OH:16])[CH:3]=1. (2) Given the reactants [CH2:1]([N:8]([CH2:25][CH:26]([CH3:28])[CH3:27])[C:9]1[CH:18]=[C:17]2[C:12]([CH:13]=[C:14]([C:20]([O:22]CC)=[O:21])[C:15](=[O:19])[O:16]2)=[CH:11][CH:10]=1)[C:2]1[CH:7]=[CH:6][CH:5]=[CH:4][CH:3]=1.[OH-].[Na+].S(=O)(=O)(O)[O-].[Na+], predict the reaction product. The product is: [CH2:1]([N:8]([CH2:25][CH:26]([CH3:28])[CH3:27])[C:9]1[CH:18]=[C:17]2[C:12]([CH:13]=[C:14]([C:20]([OH:22])=[O:21])[C:15](=[O:19])[O:16]2)=[CH:11][CH:10]=1)[C:2]1[CH:3]=[CH:4][CH:5]=[CH:6][CH:7]=1. (3) The product is: [CH2:13]([C@@:10]1([CH3:25])[C:11](=[O:12])[N:8]([Si:1]([C:4]([CH3:6])([CH3:5])[CH3:7])([CH3:3])[CH3:2])[C@@H:9]1[C:14]([OH:16])=[O:15])[CH:18]=[CH2:19]. Given the reactants [Si:1]([N:8]1[C:11](=[O:12])[C@H:10]([CH3:13])[C@H:9]1[C:14]([OH:16])=[O:15])([C:4]([CH3:7])([CH3:6])[CH3:5])([CH3:3])[CH3:2].[Li+].[CH3:18][CH:19]([N-]C(C)C)C.[CH2:25](Br)C=C, predict the reaction product. (4) Given the reactants CC(OI1(OC(C)=O)(OC(C)=O)OC(=O)C2C=CC=CC1=2)=O.[CH3:23][CH:24]([CH2:27][CH:28]1[CH2:33][CH2:32][CH2:31][CH:30]([CH3:34])[CH2:29]1)[CH2:25][OH:26].O, predict the reaction product. The product is: [CH3:23][CH:24]([CH2:27][CH:28]1[CH2:33][CH2:32][CH2:31][CH:30]([CH3:34])[CH2:29]1)[CH:25]=[O:26]. (5) Given the reactants [C:1]([NH:9][C:10]1[CH:11]=[C:12]([CH:17]2[C:26]([CH3:28])([CH3:27])[CH2:25][C:24]3[C:19](=[CH:20][CH:21]=[C:22]([C:29]([O:31]C)=[O:30])[CH:23]=3)[NH:18]2)[CH:13]=[C:14]([Cl:16])[CH:15]=1)(=[O:8])[C:2]1[CH:7]=[CH:6][CH:5]=[CH:4][CH:3]=1.[OH-].[Na+], predict the reaction product. The product is: [C:1]([NH:9][C:10]1[CH:11]=[C:12]([CH:17]2[C:26]([CH3:28])([CH3:27])[CH2:25][C:24]3[C:19](=[CH:20][CH:21]=[C:22]([C:29]([OH:31])=[O:30])[CH:23]=3)[NH:18]2)[CH:13]=[C:14]([Cl:16])[CH:15]=1)(=[O:8])[C:2]1[CH:7]=[CH:6][CH:5]=[CH:4][CH:3]=1. (6) Given the reactants [N+:1]([C:4]1[CH:13]=[CH:12][CH:11]=[C:10]2[C:5]=1[CH:6]=[CH:7]O[C:9]2=O)([O-:3])=[O:2].[CH3:15][O:16][C:17]1[C:22]([NH2:23])=[CH:21][CH:20]=[CH:19][N:18]=1, predict the reaction product. The product is: [CH3:15][O:16][C:17]1[C:22]([N:23]2[CH:7]=[CH:6][C:5]3[C:10](=[CH:11][CH:12]=[CH:13][C:4]=3[N+:1]([O-:3])=[O:2])[CH2:9]2)=[CH:21][CH:20]=[CH:19][N:18]=1. (7) The product is: [Cl:1][C:2]1[CH:3]=[CH:4][C:5]([O:18][C:19]([F:21])([F:22])[F:20])=[C:6]2[C:10]=1[N:9]([CH2:11][CH2:12][O:13][CH3:14])[CH:8]=[C:7]2[C:15]([N:47]1[CH2:48][CH2:49][CH:44]([C:39]2[CH:38]=[C:37]([CH:42]=[CH:41][C:40]=2[F:43])[CH2:36][NH:35][C:33](=[O:34])[C:32]([F:51])([F:50])[F:31])[CH2:45][CH2:46]1)=[O:16]. Given the reactants [Cl:1][C:2]1[CH:3]=[CH:4][C:5]([O:18][C:19]([F:22])([F:21])[F:20])=[C:6]2[C:10]=1[N:9]([CH2:11][CH2:12][O:13][CH3:14])[CH:8]=[C:7]2[C:15](O)=[O:16].CCN(CC)CC.Cl.[F:31][C:32]([F:51])([F:50])[C:33]([NH:35][CH2:36][C:37]1[CH:42]=[CH:41][C:40]([F:43])=[C:39]([CH:44]2[CH2:49][CH2:48][NH:47][CH2:46][CH2:45]2)[CH:38]=1)=[O:34].CCN=C=NCCCN(C)C, predict the reaction product. (8) Given the reactants [NH2:1][C:2]1[O:3][CH2:4][C:5]([F:21])([F:20])[C@:6]([C:9]2[C:14]([F:15])=[CH:13][C:12]([OH:16])=[C:11]([N+:17]([O-:19])=[O:18])[CH:10]=2)([CH3:8])[N:7]=1.Br[CH2:23][C:24]([C:26]1[CH:31]=[CH:30][C:29]([Cl:32])=[CH:28][N:27]=1)=[O:25].C(=O)([O-])[O-].[Cs+].[Cs+].C(=O)([O-])O.[Na+], predict the reaction product. The product is: [NH2:1][C:2]1[O:3][CH2:4][C:5]([F:20])([F:21])[C@:6]([C:9]2[C:14]([F:15])=[CH:13][C:12]([O:16][CH2:23][C:24]([C:26]3[CH:31]=[CH:30][C:29]([Cl:32])=[CH:28][N:27]=3)=[O:25])=[C:11]([N+:17]([O-:19])=[O:18])[CH:10]=2)([CH3:8])[N:7]=1. (9) Given the reactants C1(OC(=NC2C=CC(SC)=CC=2)C=COC2C=CC=CC=2)C=CC=CC=1.[CH3:27][S:28]([C:31]1[CH:36]=[CH:35][C:34]([N:37]=[C:38]([O:48][C:49]2[CH:54]=[CH:53][CH:52]=[CH:51][CH:50]=2)[CH:39]=[CH:40][O:41][C:42]2[CH:47]=[CH:46][CH:45]=[CH:44][CH:43]=2)=[CH:33][CH:32]=1)(=[O:30])=[O:29].ClC1C=CC=C(C(OO)=O)C=1, predict the reaction product. The product is: [CH3:27][S:28]([C:31]1[CH:32]=[CH:33][C:34]([N:37]=[C:38]([O:48][C:49]2[CH:54]=[CH:53][CH:52]=[CH:51][CH:50]=2)[CH:39]=[CH:40][O:41][C:42]2[CH:47]=[CH:46][CH:45]=[CH:44][CH:43]=2)=[CH:35][CH:36]=1)=[O:29].[CH3:27][S:28]([C:31]1[CH:32]=[CH:33][C:34]([N:37]=[C:38]([O:48][C:49]2[CH:54]=[CH:53][CH:52]=[CH:51][CH:50]=2)[CH:39]=[CH:40][O:41][C:42]2[CH:47]=[CH:46][CH:45]=[CH:44][CH:43]=2)=[CH:35][CH:36]=1)(=[O:29])=[O:30].